Dataset: Catalyst prediction with 721,799 reactions and 888 catalyst types from USPTO. Task: Predict which catalyst facilitates the given reaction. (1) Reactant: [O:1]=[C:2]([C:6]1[N:14]2[C:9]([CH:10]=[CH:11][CH:12]=[CH:13]2)=[CH:8][C:7]=1[C:15]1[CH:20]=[CH:19][CH:18]=[CH:17][CH:16]=1)[C:3](Cl)=[O:4].[O:21]=[S:22]1(=[O:35])[CH2:27][CH2:26][N:25]([C:28]2[CH:33]=[CH:32][C:31]([NH2:34])=[CH:30][CH:29]=2)[CH2:24][CH2:23]1.C(N(CC)CC)C. Product: [O:35]=[S:22]1(=[O:21])[CH2:23][CH2:24][N:25]([C:28]2[CH:29]=[CH:30][C:31]([NH:34][C:3](=[O:4])[C:2](=[O:1])[C:6]3[N:14]4[C:9]([CH:10]=[CH:11][CH:12]=[CH:13]4)=[CH:8][C:7]=3[C:15]3[CH:20]=[CH:19][CH:18]=[CH:17][CH:16]=3)=[CH:32][CH:33]=2)[CH2:26][CH2:27]1. The catalyst class is: 1. (2) Reactant: Cl[C:2]1[N:11]=[CH:10][CH:9]=[C:8]2[C:3]=1[CH:4]=[C:5]([C:23]1[CH:28]=[CH:27][CH:26]=[CH:25][CH:24]=1)[C:6]([C:12]1[CH:17]=[CH:16][C:15]([CH:18]3[O:22][CH2:21][CH2:20][O:19]3)=[CH:14][CH:13]=1)=[N:7]2.[NH2:29][NH2:30]. Product: [O:22]1[CH2:21][CH2:20][O:19][CH:18]1[C:15]1[CH:16]=[CH:17][C:12]([C:6]2[C:5]([C:23]3[CH:28]=[CH:27][CH:26]=[CH:25][CH:24]=3)=[CH:4][C:3]3[C:8](=[CH:9][CH:10]=[N:11][C:2]=3[NH:29][NH2:30])[N:7]=2)=[CH:13][CH:14]=1. The catalyst class is: 12. (3) Reactant: C(C1C=CC(CC[OH:9])=CC=1)#N.C1CCN(C(N=NC(N2CCCCC2)=O)=O)CC1.[C:30]1([P:36]([C:43]2[CH:48]=[CH:47][CH:46]=[CH:45][CH:44]=2)[C:37]2[CH:42]=[CH:41][CH:40]=[CH:39][CH:38]=2)[CH:35]=[CH:34][CH:33]=[CH:32][CH:31]=1. Product: [C:43]1([P:36](=[O:9])([C:30]2[CH:31]=[CH:32][CH:33]=[CH:34][CH:35]=2)[C:37]2[CH:42]=[CH:41][CH:40]=[CH:39][CH:38]=2)[CH:44]=[CH:45][CH:46]=[CH:47][CH:48]=1. The catalyst class is: 4. (4) Reactant: [O-]CC.[Na+].[CH3:5][C:6]1[CH:7]=[CH:8][C:9]([C:12]2[N:16]([C:17]3[CH:18]=[N:19][CH:20]=[CH:21][CH:22]=3)[N:15]=[C:14]([C:23]([O:25]CC)=[O:24])[CH:13]=2)=[N:10][CH:11]=1.O.C(OCC)C. Product: [CH3:5][C:6]1[CH:7]=[CH:8][C:9]([C:12]2[N:16]([C:17]3[CH:18]=[N:19][CH:20]=[CH:21][CH:22]=3)[N:15]=[C:14]([C:23]([OH:25])=[O:24])[CH:13]=2)=[N:10][CH:11]=1. The catalyst class is: 8. (5) Reactant: [Cl:1][C:2]1[CH:7]=[CH:6][C:5]([CH:8]([C:25]2[CH:30]=[CH:29][CH:28]=[CH:27][CH:26]=2)[N:9]2[CH2:14][CH2:13][N:12](S(C3C=CC(C)=CC=3)(=O)=O)[CH2:11][CH2:10]2)=[CH:4][CH:3]=1.OC1C=CC(C(O)=O)=CC=1.Br.O. Product: [Cl:1][C:2]1[CH:3]=[CH:4][C:5]([CH:8]([C:25]2[CH:26]=[CH:27][CH:28]=[CH:29][CH:30]=2)[N:9]2[CH2:10][CH2:11][NH:12][CH2:13][CH2:14]2)=[CH:6][CH:7]=1. The catalyst class is: 15.